This data is from Full USPTO retrosynthesis dataset with 1.9M reactions from patents (1976-2016). The task is: Predict the reactants needed to synthesize the given product. The reactants are: CC1OC2C=CC(C(NN)=O)=CC=2OC1.CC(C)(C(=O)CC)C.[CH2:24]([C:26](=[N:31][NH:32][C:33]([C:35]1[CH:44]=[CH:43][C:38]2[O:39][CH2:40][CH2:41][O:42][C:37]=2[C:36]=1[CH3:45])=[O:34])[C:27]([CH3:30])([CH3:29])[CH3:28])[CH3:25].C([BH3-])#N.[Na+]. Given the product [CH2:24]([CH:26]([NH:31][NH:32][C:33]([C:35]1[CH:44]=[CH:43][C:38]2[O:39][CH2:40][CH2:41][O:42][C:37]=2[C:36]=1[CH3:45])=[O:34])[C:27]([CH3:30])([CH3:28])[CH3:29])[CH3:25], predict the reactants needed to synthesize it.